Dataset: Full USPTO retrosynthesis dataset with 1.9M reactions from patents (1976-2016). Task: Predict the reactants needed to synthesize the given product. Given the product [ClH:20].[NH2:10][CH:9]([C:12]1[CH:17]=[CH:16][N:15]=[C:14]([F:18])[CH:13]=1)[C:8]([C:5]1[CH:4]=[CH:3][C:2]([F:1])=[CH:7][CH:6]=1)=[O:19], predict the reactants needed to synthesize it. The reactants are: [F:1][C:2]1[CH:7]=[CH:6][C:5]([C:8](=[O:19])[C:9]([C:12]2[CH:17]=[CH:16][N:15]=[C:14]([F:18])[CH:13]=2)=[N:10]O)=[CH:4][CH:3]=1.[ClH:20].